From a dataset of Catalyst prediction with 721,799 reactions and 888 catalyst types from USPTO. Predict which catalyst facilitates the given reaction. (1) The catalyst class is: 62. Reactant: Br[C:2]1[CH:3]=[C:4]2[C:9](=[CH:10][CH:11]=1)[N:8]1[C:12]([CH3:15])=[N:13][CH:14]=[C:7]1[CH:6]=[CH:5]2.[F:16][C:17]1[CH:18]=[C:19]([C:24]2([C:30]#[N:31])[CH2:29][CH2:28][O:27][CH2:26][CH2:25]2)[CH:20]=[C:21]([SH:23])[CH:22]=1.CCN(C(C)C)C(C)C.C1(P(C2C=CC=CC=2)C2C3OC4C(=CC=CC=4P(C4C=CC=CC=4)C4C=CC=CC=4)C(C)(C)C=3C=CC=2)C=CC=CC=1. Product: [F:16][C:17]1[CH:18]=[C:19]([C:24]2([C:30]#[N:31])[CH2:25][CH2:26][O:27][CH2:28][CH2:29]2)[CH:20]=[C:21]([S:23][C:2]2[CH:3]=[C:4]3[C:9](=[CH:10][CH:11]=2)[N:8]2[C:12]([CH3:15])=[N:13][CH:14]=[C:7]2[CH:6]=[CH:5]3)[CH:22]=1. (2) The catalyst class is: 18. Reactant: Cl[C:2]1[CH:7]=[C:6]([Cl:8])[N:5]=[CH:4][C:3]=1[NH:9][C:10](=[O:19])[C@H:11]([CH3:18])[NH:12][CH2:13][CH2:14][CH:15]([CH3:17])[CH3:16].P([O-])([O-])([O-])=O.[K+].[K+].[K+]. Product: [Cl:8][C:6]1[N:5]=[CH:4][C:3]2[NH:9][C:10](=[O:19])[CH:11]([CH3:18])[N:12]([CH2:13][CH2:14][CH:15]([CH3:17])[CH3:16])[C:2]=2[CH:7]=1. (3) Reactant: [NH2:1][C:2]1[N:3]=[CH:4][C:5]2[CH2:11][N:10]([C:12]3[CH:13]=[C:14]([CH:18]=[CH:19][CH:20]=3)[C:15]([OH:17])=O)[CH2:9][CH2:8][C:6]=2[N:7]=1.C(N(CC)CC)C.CCCP(=O)=O.[CH2:34]([NH2:41])[C:35]1[CH:40]=[CH:39][CH:38]=[CH:37][CH:36]=1. Product: [NH2:1][C:2]1[N:3]=[CH:4][C:5]2[CH2:11][N:10]([C:12]3[CH:13]=[C:14]([CH:18]=[CH:19][CH:20]=3)[C:15]([NH:41][CH2:34][C:35]3[CH:40]=[CH:39][CH:38]=[CH:37][CH:36]=3)=[O:17])[CH2:9][CH2:8][C:6]=2[N:7]=1. The catalyst class is: 79. (4) Reactant: [N+:1]([C:4]1[N:9]=[CH:8][C:7]([N:10]2[CH2:15][CH2:14][N:13]([C:16]([O:18][C:19]([CH3:22])([CH3:21])[CH3:20])=[O:17])[CH2:12][CH2:11]2)=[CH:6][CH:5]=1)([O-])=O.O. Product: [NH2:1][C:4]1[N:9]=[CH:8][C:7]([N:10]2[CH2:15][CH2:14][N:13]([C:16]([O:18][C:19]([CH3:22])([CH3:21])[CH3:20])=[O:17])[CH2:12][CH2:11]2)=[CH:6][CH:5]=1. The catalyst class is: 43. (5) Reactant: Cl[C:2]1[CH:7]=[CH:6][N:5]2[N:8]=[CH:9][C:10]([I:11])=[C:4]2[N:3]=1.[F:12][C:13]1[CH:18]=[CH:17][C:16]([F:19])=[CH:15][C:14]=1[CH:20]1[CH2:24][CH2:23][CH2:22][NH:21]1.[F-].[K+]. Product: [F:12][C:13]1[CH:18]=[CH:17][C:16]([F:19])=[CH:15][C:14]=1[CH:20]1[CH2:24][CH2:23][CH2:22][N:21]1[C:2]1[CH:7]=[CH:6][N:5]2[N:8]=[CH:9][C:10]([I:11])=[C:4]2[N:3]=1. The catalyst class is: 58. (6) Reactant: [CH3:1][C:2]1[C:11]([C:12](OC)=[O:13])=[N:10][C:9]2[NH:8][C:7](=[O:16])[CH2:6][S:5][C:4]=2[CH:3]=1. Product: [OH:13][CH2:12][C:11]1[C:2]([CH3:1])=[CH:3][C:4]2[S:5][CH2:6][C:7](=[O:16])[NH:8][C:9]=2[N:10]=1. The catalyst class is: 1. (7) Reactant: [NH:1]1[C:10]2[C:5](=[CH:6][CH:7]=[CH:8][CH:9]=2)[CH2:4][CH2:3][CH2:2]1.[CH:11](=O)[C:12]1[CH:17]=[CH:16][CH:15]=[CH:14][CH:13]=1.[OH-].[Na+]. Product: [CH:11](=[C:9]1[C:10]2[N:1]=[CH:2][CH:3]=[CH:4][C:5]=2[CH2:6][CH2:7][CH2:8]1)[C:12]1[CH:17]=[CH:16][CH:15]=[CH:14][CH:13]=1. The catalyst class is: 152. (8) Reactant: O.[OH-].[Li+].[CH:4]1([O:8][C@H:9]([CH3:45])[C@@H:10]([C:41]([O:43]C)=[O:42])[NH:11][C:12]([C:14]2[CH:19]=[CH:18][C:17]([C:20]3[CH:25]=[CH:24][C:23]([F:26])=[C:22]([F:27])[CH:21]=3)=[CH:16][C:15]=2[NH:28][C:29]([NH:31][C:32]2[C:37]([CH3:38])=[CH:36][C:35]([CH3:39])=[CH:34][C:33]=2[CH3:40])=[O:30])=[O:13])[CH2:7][CH2:6][CH2:5]1.O.Cl. Product: [CH:4]1([O:8][C@H:9]([CH3:45])[C@@H:10]([C:41]([OH:43])=[O:42])[NH:11][C:12]([C:14]2[CH:19]=[CH:18][C:17]([C:20]3[CH:25]=[CH:24][C:23]([F:26])=[C:22]([F:27])[CH:21]=3)=[CH:16][C:15]=2[NH:28][C:29]([NH:31][C:32]2[C:37]([CH3:38])=[CH:36][C:35]([CH3:39])=[CH:34][C:33]=2[CH3:40])=[O:30])=[O:13])[CH2:7][CH2:6][CH2:5]1. The catalyst class is: 12. (9) Reactant: F[C:2]1[CH:9]=[CH:8][C:7]([B:10]2[O:14][C:13]([CH3:16])([CH3:15])[C:12]([CH3:18])([CH3:17])[O:11]2)=[CH:6][C:3]=1[C:4]#[N:5].C(=O)([O-])[O-].[K+].[K+].Cl.[CH3:26][O:27][CH:28]1[CH2:31][NH:30][CH2:29]1. Product: [CH3:26][O:27][CH:28]1[CH2:31][N:30]([C:2]2[CH:9]=[CH:8][C:7]([B:10]3[O:14][C:13]([CH3:16])([CH3:15])[C:12]([CH3:18])([CH3:17])[O:11]3)=[CH:6][C:3]=2[C:4]#[N:5])[CH2:29]1. The catalyst class is: 80. (10) The catalyst class is: 137. Reactant: [CH3:1][O:2][C:3]([NH:5][CH2:6][CH2:7][O:8][CH:9]([C:21]1[CH:26]=[C:25]([Cl:27])[CH:24]=[CH:23][C:22]=1[CH3:28])[CH2:10][CH2:11][N:12](C)[C:13](=O)OC(C)(C)C)=[O:4]. Product: [Cl:27][C:25]1[CH:24]=[CH:23][C:22]([CH3:28])=[C:21]([CH:9]([O:8][CH2:7][CH2:6][NH:5][C:3](=[O:4])[O:2][CH3:1])[CH2:10][CH2:11][NH:12][CH3:13])[CH:26]=1.